Dataset: Forward reaction prediction with 1.9M reactions from USPTO patents (1976-2016). Task: Predict the product of the given reaction. (1) Given the reactants C(O[C:6]([N:8](C)[C@H:9]([CH2:16][O:17][Si:18]([C:21]([CH3:24])([CH3:23])[CH3:22])([CH3:20])[CH3:19])[CH2:10][CH2:11][C:12](OC)=[O:13])=O)(C)(C)C.N1C(C)=CC=CC=1C.[Si](OS(C(F)(F)F)(=O)=O)(C)(C)C, predict the reaction product. The product is: [Si:18]([O:17][CH2:16][C@@H:9]([NH:8][CH3:6])[CH2:10][CH2:11][CH2:12][OH:13])([C:21]([CH3:24])([CH3:23])[CH3:22])([CH3:20])[CH3:19]. (2) Given the reactants [CH:1]1[C:2]([CH2:19][C@H](N)C([O-])=O)=[CH:3][C:4]([I:18])=[C:5]([O:8][C:9]2[CH:10]=[C:11]([I:17])[C:12]([OH:16])=[C:13]([I:15])[CH:14]=2)[C:6]=1[I:7].O.[Na+].[Na].C1C(C[C@H](N)[C:48]([OH:50])=[O:49])=CC(I)=C(OC2C=C(I)C(O)=C(I)C=2)C=1I, predict the reaction product. The product is: [CH:1]1[C:6]([I:7])=[C:5]([O:8][C:9]2[CH:10]=[C:11]([I:17])[C:12]([OH:16])=[C:13]([I:15])[CH:14]=2)[C:4]([I:18])=[CH:3][C:2]=1[CH2:19][C:48]([OH:50])=[O:49]. (3) Given the reactants Cl.[NH2:2][C:3]1[N:8]=[CH:7][C:6]([CH:9]([CH3:14])[CH2:10][C:11]([OH:13])=[O:12])=[CH:5][CH:4]=1.S(=O)(=O)(O)O.[CH3:20]O, predict the reaction product. The product is: [NH2:2][C:3]1[N:8]=[CH:7][C:6]([CH:9]([CH3:14])[CH2:10][C:11]([O:13][CH3:20])=[O:12])=[CH:5][CH:4]=1. (4) Given the reactants Cl[C:2]1[CH:7]=[CH:6][C:5]([N+:8]([O-:10])=[O:9])=[CH:4][CH:3]=1.C(=O)([O-])[O-].[K+].[K+].[OH:17][CH:18]1[CH2:23][CH2:22][NH:21][CH2:20][CH2:19]1.O, predict the reaction product. The product is: [OH:17][CH:18]1[CH2:23][CH2:22][N:21]([C:2]2[CH:7]=[CH:6][C:5]([N+:8]([O-:10])=[O:9])=[CH:4][CH:3]=2)[CH2:20][CH2:19]1. (5) Given the reactants [Cl:1][C:2]1[CH:7]=[C:6]([O:8]C)[CH:5]=[CH:4][C:3]=1[C:10]1[O:11][C:12]2[C:17]([C:18](=[O:20])[CH:19]=1)=[C:16]([O:21]C)[CH:15]=[C:14]([O:23]C)[C:13]=2[C@@H:25]1[CH2:29][CH2:28][N:27]([CH3:30])[C@H:26]1[CH2:31][OH:32].Cl.N1C=CC=CC=1, predict the reaction product. The product is: [Cl:1][C:2]1[CH:7]=[C:6]([OH:8])[CH:5]=[CH:4][C:3]=1[C:10]1[O:11][C:12]2[C:17]([C:18](=[O:20])[CH:19]=1)=[C:16]([OH:21])[CH:15]=[C:14]([OH:23])[C:13]=2[C@@H:25]1[CH2:29][CH2:28][N:27]([CH3:30])[C@H:26]1[CH2:31][OH:32]. (6) Given the reactants [CH2:1]([S:8][C:9]1[N:16]=[CH:15][C:14]([N+:17]([O-])=O)=[CH:13][C:10]=1[C:11]#[N:12])[C:2]1[CH:7]=[CH:6][CH:5]=[CH:4][CH:3]=1.CC(O)=O, predict the reaction product. The product is: [NH2:17][C:14]1[CH:15]=[N:16][C:9]([S:8][CH2:1][C:2]2[CH:7]=[CH:6][CH:5]=[CH:4][CH:3]=2)=[C:10]([CH:13]=1)[C:11]#[N:12]. (7) Given the reactants [C:1]([NH:4][C:5]1[CH:10]=[C:9]([O:11][CH3:12])[CH:8]=[CH:7][C:6]=1[C:13](=O)[CH2:14][CH2:15][CH2:16][CH2:17][C:18]([O:20][CH3:21])=[O:19])(=[O:3])[CH3:2].[CH2:23]([SH:27])[CH2:24][CH2:25][SH:26].B(F)(F)F.CCOCC.C([O-])(O)=O.[Na+], predict the reaction product. The product is: [C:1]([NH:4][C:5]1[CH:10]=[C:9]([O:11][CH3:12])[CH:8]=[CH:7][C:6]=1[C:13]1([CH2:14][CH2:15][CH2:16][CH2:17][C:18]([O:20][CH3:21])=[O:19])[S:27][CH2:23][CH2:24][CH2:25][S:26]1)(=[O:3])[CH3:2]. (8) Given the reactants O.[SH-:2].[Na+].[CH2:4]([N:11]1[C:16](=[O:17])[CH:15]=[C:14](Cl)[NH:13][C:12]1=[O:19])[C:5]1[CH:10]=[CH:9][CH:8]=[CH:7][CH:6]=1.[CH3:20][O:21][CH:22]([O:25][CH3:26])[CH2:23]Br, predict the reaction product. The product is: [CH2:4]([N:11]1[C:16](=[O:17])[CH:15]=[C:14]([S:2][CH2:23][CH:22]([O:25][CH3:26])[O:21][CH3:20])[NH:13][C:12]1=[O:19])[C:5]1[CH:10]=[CH:9][CH:8]=[CH:7][CH:6]=1.